This data is from Full USPTO retrosynthesis dataset with 1.9M reactions from patents (1976-2016). The task is: Predict the reactants needed to synthesize the given product. (1) Given the product [CH:1]1([NH:4][C:5](=[O:24])[C:6]2[CH:11]=[CH:10][C:9]([CH3:12])=[C:8]([C:13]3[CH:14]=[C:15]4[C:20](=[CH:21][CH:22]=3)[C:19](=[O:23])[N:18]([CH:32]([C:34]3[CH:39]=[CH:38][CH:37]=[CH:36][CH:35]=3)[CH3:33])[CH:17]=[CH:16]4)[CH:7]=2)[CH2:2][CH2:3]1, predict the reactants needed to synthesize it. The reactants are: [CH:1]1([NH:4][C:5](=[O:24])[C:6]2[CH:11]=[CH:10][C:9]([CH3:12])=[C:8]([C:13]3[CH:14]=[C:15]4[C:20](=[CH:21][CH:22]=3)[C:19](=[O:23])[NH:18][CH:17]=[CH:16]4)[CH:7]=2)[CH2:3][CH2:2]1.C(=O)([O-])[O-].[K+].[K+].Br[CH:32]([C:34]1[CH:39]=[CH:38][CH:37]=[CH:36][CH:35]=1)[CH3:33]. (2) Given the product [F:23][C:4]([F:3])([F:22])[C:5]([C:8]1[CH:17]=[CH:16][C:15]2[C:10](=[CH:11][CH:12]=[C:13]([C:18]([OH:20])=[O:19])[CH:14]=2)[N:9]=1)([CH3:7])[CH3:6], predict the reactants needed to synthesize it. The reactants are: CO.[F:3][C:4]([F:23])([F:22])[C:5]([C:8]1[CH:17]=[CH:16][C:15]2[C:10](=[CH:11][CH:12]=[C:13]([C:18]([O:20]C)=[O:19])[CH:14]=2)[N:9]=1)([CH3:7])[CH3:6].[OH-].[Na+]. (3) Given the product [N:22]1([C:20]([C:15]2[CH:14]=[CH:13][C:12]3[C:17](=[CH:18][CH:19]=[C:10]([O:9][C:6]4[CH:5]=[CH:4][C:3]([C:2]([F:35])([F:1])[F:36])=[CH:8][N:7]=4)[CH:11]=3)[N:16]=2)=[O:21])[CH2:27][CH2:26][NH:25][CH2:24][CH2:23]1, predict the reactants needed to synthesize it. The reactants are: [F:1][C:2]([F:36])([F:35])[C:3]1[CH:4]=[CH:5][C:6]([O:9][C:10]2[CH:11]=[C:12]3[C:17](=[CH:18][CH:19]=2)[N:16]=[C:15]([C:20]([N:22]2[CH2:27][CH2:26][N:25](C(OC(C)(C)C)=O)[CH2:24][CH2:23]2)=[O:21])[CH:14]=[CH:13]3)=[N:7][CH:8]=1.FC(F)(F)C(O)=O. (4) Given the product [CH3:1][C:2]1[N:7]=[C:6]([C:8]2[CH:13]=[CH:12][CH:11]=[C:10]([C:14]3[CH:15]=[C:16]([S:20]([NH:37][CH2:36][C:35]([F:39])([F:38])[F:34])(=[O:22])=[O:21])[CH:17]=[CH:18][CH:19]=3)[N:9]=2)[CH:5]=[C:4]([C:24]2[CH:29]=[CH:28][C:27]([C:30]([F:33])([F:32])[F:31])=[CH:26][CH:25]=2)[CH:3]=1, predict the reactants needed to synthesize it. The reactants are: [CH3:1][C:2]1[N:7]=[C:6]([C:8]2[CH:13]=[CH:12][CH:11]=[C:10]([C:14]3[CH:15]=[C:16]([S:20](Cl)(=[O:22])=[O:21])[CH:17]=[CH:18][CH:19]=3)[N:9]=2)[CH:5]=[C:4]([C:24]2[CH:29]=[CH:28][C:27]([C:30]([F:33])([F:32])[F:31])=[CH:26][CH:25]=2)[CH:3]=1.[F:34][C:35]([F:39])([F:38])[CH2:36][NH2:37].C(N(CC)CC)C.